This data is from Reaction yield outcomes from USPTO patents with 853,638 reactions. The task is: Predict the reaction yield, written as a fraction of the theoretical maximum amount of product (1.0 means a 100% yield; for example, 0.34 means a 34% yield). (1) The reactants are [CH3:1][N:2]1[C:6]([N:7]([C:16]([O:18]CC(Cl)(Cl)Cl)=O)C(OCC(Cl)(Cl)Cl)=O)=[CH:5][CH:4]=[N:3]1.[C:24]1([C:30]2[N:31]=[C:32]([N:35]3[CH2:40][CH2:39][NH:38][CH2:37][CH2:36]3)[S:33][CH:34]=2)[CH:29]=[CH:28][CH:27]=[CH:26][CH:25]=1.C(N(C(C)C)CC)(C)C.CS(C)=O. The catalyst is O. The product is [CH3:1][N:2]1[C:6]([NH:7][C:16]([N:38]2[CH2:39][CH2:40][N:35]([C:32]3[S:33][CH:34]=[C:30]([C:24]4[CH:29]=[CH:28][CH:27]=[CH:26][CH:25]=4)[N:31]=3)[CH2:36][CH2:37]2)=[O:18])=[CH:5][CH:4]=[N:3]1. The yield is 0.332. (2) The reactants are [F:1][C:2]1[CH:3]=[C:4]([C@H:8]2[CH2:12][CH2:11][CH2:10][N:9]2[C:13]2[CH:18]=[CH:17][N:16]3[N:19]=[CH:20][C:21]([C:22]([NH:24][NH:25][C:26](=O)[CH:27]([CH3:29])[CH3:28])=O)=[C:15]3[N:14]=2)[CH:5]=[N:6][CH:7]=1.COC1C=CC(P2(SP(C3C=CC(OC)=CC=3)(=S)S2)=[S:40])=CC=1. The catalyst is C1COCC1. The product is [F:1][C:2]1[CH:3]=[C:4]([C@H:8]2[CH2:12][CH2:11][CH2:10][N:9]2[C:13]2[CH:18]=[CH:17][N:16]3[N:19]=[CH:20][C:21]([C:22]4[S:40][C:26]([CH:27]([CH3:29])[CH3:28])=[N:25][N:24]=4)=[C:15]3[N:14]=2)[CH:5]=[N:6][CH:7]=1. The yield is 0.360. (3) The reactants are [CH:1]([O:4][C:5]([N:7]1[CH2:12][CH2:11][CH:10]([OH:13])[CH2:9][CH2:8]1)=[O:6])([CH3:3])[CH3:2].[Cl:14][C:15]1[C:20]([O:21][CH3:22])=[C:19](Cl)[N:18]=[CH:17][N:16]=1.CC(C)([O-])C.[K+]. The catalyst is C1COCC1. The product is [CH:1]([O:4][C:5]([N:7]1[CH2:8][CH2:9][CH:10]([O:13][C:19]2[C:20]([O:21][CH3:22])=[C:15]([Cl:14])[N:16]=[CH:17][N:18]=2)[CH2:11][CH2:12]1)=[O:6])([CH3:3])[CH3:2]. The yield is 0.986. (4) The reactants are [OH-].[K+].[Br:3][C:4]1[CH:9]=[C:8]([C:10](=O)[C:11]([CH3:14])([CH3:13])[CH3:12])[CH:7]=[CH:6][C:5]=1[CH2:16][CH:17]([CH3:21])[C:18]([OH:20])=[O:19].O.NN. The catalyst is C(O)CO. The product is [Br:3][C:4]1[CH:9]=[C:8]([CH2:10][C:11]([CH3:13])([CH3:14])[CH3:12])[CH:7]=[CH:6][C:5]=1[CH2:16][CH:17]([CH3:21])[C:18]([OH:20])=[O:19]. The yield is 0.990. (5) The catalyst is C(C#N)(C)=O.C(Cl)Cl. The reactants are [C@@H:1]1([NH:10][C:11]2[C:12]3[CH:19]=[CH:18][N:17]([C@H:20]4[C@@H:24]5[O:25]C(C)(C)[O:27][C@@H:23]5[C@H:22]([CH2:30][OH:31])[CH2:21]4)[C:13]=3[N:14]=[CH:15][N:16]=2)[C:9]2[C:4](=[CH:5][CH:6]=[CH:7][CH:8]=2)[CH2:3][CH2:2]1.N1C=CC=CC=1.Cl[S:39]([NH2:42])(=[O:41])=[O:40]. The product is [S:39](=[O:41])(=[O:40])([O:31][CH2:30][C@@H:22]1[CH2:21][C@@H:20]([N:17]2[C:13]3[N:14]=[CH:15][N:16]=[C:11]([NH:10][C@@H:1]4[C:9]5[C:4](=[CH:5][CH:6]=[CH:7][CH:8]=5)[CH2:3][CH2:2]4)[C:12]=3[CH:19]=[CH:18]2)[C@H:24]([OH:25])[C@@H:23]1[OH:27])[NH2:42]. The yield is 0.460.